Dataset: Full USPTO retrosynthesis dataset with 1.9M reactions from patents (1976-2016). Task: Predict the reactants needed to synthesize the given product. (1) Given the product [CH2:1]([O:8][C:9]1[CH:10]=[CH:11][C:12]([N:15]2[C:19]([CH3:20])=[C:18]([C:21]([OH:23])=[O:22])[N:17]=[C:16]2[C:26]2[CH:31]=[CH:30][CH:29]=[CH:28][C:27]=2[Cl:32])=[CH:13][CH:14]=1)[C:2]1[CH:3]=[CH:4][CH:5]=[CH:6][CH:7]=1, predict the reactants needed to synthesize it. The reactants are: [CH2:1]([O:8][C:9]1[CH:14]=[CH:13][C:12]([N:15]2[C:19]([CH3:20])=[C:18]([C:21]([O:23]CC)=[O:22])[N:17]=[C:16]2[C:26]2[CH:31]=[CH:30][CH:29]=[CH:28][C:27]=2[Cl:32])=[CH:11][CH:10]=1)[C:2]1[CH:7]=[CH:6][CH:5]=[CH:4][CH:3]=1.[Li+].[OH-].[OH-].[Na+]. (2) Given the product [CH3:1][O:2][C:3]1[CH:4]=[C:5]2[C:10](=[CH:11][CH:12]=1)[CH:9]=[C:8]([CH2:13][N:15]1[CH2:19][CH2:18][CH2:17][CH2:16]1)[CH:7]=[CH:6]2, predict the reactants needed to synthesize it. The reactants are: [CH3:1][O:2][C:3]1[CH:4]=[C:5]2[C:10](=[CH:11][CH:12]=1)[CH:9]=[C:8]([CH:13]=O)[CH:7]=[CH:6]2.[NH:15]1[CH2:19][CH2:18][CH2:17][CH2:16]1.[Na].